Dataset: Catalyst prediction with 721,799 reactions and 888 catalyst types from USPTO. Task: Predict which catalyst facilitates the given reaction. (1) Reactant: C([O:4][C:5]1[CH:10]=[CH:9][C:8]([C:11](=[O:26])[NH:12][C:13]2[CH:18]=[C:17]([C:19]3[CH2:23][CH2:22][C:21](=[O:24])[CH:20]=3)[CH:16]=[CH:15][C:14]=2[NH2:25])=[CH:7][CH:6]=1)(=O)C.O.O.O.O.O.O.O.[Cl-].[Ce+3].[Cl-].[Cl-].[BH4-].[Na+]. The catalyst class is: 61. Product: [NH2:25][C:14]1[CH:15]=[CH:16][C:17]([C:19]2[CH2:23][CH2:22][CH:21]([OH:24])[CH:20]=2)=[CH:18][C:13]=1[NH:12][C:11](=[O:26])[C:8]1[CH:7]=[CH:6][C:5]([OH:4])=[CH:10][CH:9]=1. (2) Reactant: N[C:2]1[CH:7]=[CH:6][CH:5]=[CH:4][C:3]=1[S:8]([NH:11][C:12]1[CH:21]=[CH:20][CH:19]=[C:18]2[C:13]=1[N:14]=[CH:15][CH:16]=[N:17]2)(=[O:10])=[O:9].N(OC(C)(C)C)=O.CC(O)=O. Product: [N:17]1[C:18]2[C:13](=[C:12]3[C:21](=[CH:20][CH:19]=2)[C:4]2[C:3](=[CH:2][CH:7]=[CH:6][CH:5]=2)[S:8](=[O:10])(=[O:9])[NH:11]3)[N:14]=[CH:15][CH:16]=1. The catalyst class is: 1. (3) The catalyst class is: 49. Reactant: [C:1]([CH2:3][N:4]1[C:12]2[C:7](=[CH:8][CH:9]=[C:10]([C:13]([O:15][CH2:16][CH3:17])=[O:14])[CH:11]=2)[CH:6]=[C:5]1[C:18]([O:20]CC)=O)#[N:2].CO.[BH4-].[Na+]. Product: [O:20]=[C:18]1[C:5]2=[CH:6][C:7]3[CH:8]=[CH:9][C:10]([C:13]([O:15][CH2:16][CH3:17])=[O:14])=[CH:11][C:12]=3[N:4]2[CH2:3][CH2:1][NH:2]1. (4) Reactant: [CH3:1][C:2]1[CH:3]=[C:4]([CH:8]=[CH:9][CH:10]=1)[C:5]([OH:7])=O.CN(C(ON1N=NC2C=CC=NC1=2)=[N+](C)C)C.F[P-](F)(F)(F)(F)F.CCN(C(C)C)C(C)C.[NH:44]1[C:52]2[C:47](=[C:48]([C:53]3[CH:54]=[C:55]([NH2:62])[C:56]4[CH:57]=[N:58][NH:59][C:60]=4[CH:61]=3)[CH:49]=[CH:50][CH:51]=2)[CH:46]=[CH:45]1. Product: [NH:44]1[C:52]2[C:47](=[C:48]([C:53]3[CH:61]=[C:60]4[C:56]([CH:57]=[N:58][NH:59]4)=[C:55]([NH:62][C:5](=[O:7])[C:4]4[CH:8]=[CH:9][CH:10]=[C:2]([CH3:1])[CH:3]=4)[CH:54]=3)[CH:49]=[CH:50][CH:51]=2)[CH:46]=[CH:45]1. The catalyst class is: 3. (5) Product: [F:10][C:11]1[CH:12]=[CH:13][C:14]([C:17]2[S:21][C:20]([S:22]([N:25]3[CH2:30][CH2:29][N:28]([C:8]([NH:7][C:1]4[CH:6]=[CH:5][CH:4]=[CH:3][CH:2]=4)=[O:9])[CH2:27][C@@H:26]3[C:31]([NH:33][O:34][CH:35]3[CH2:40][CH2:39][CH2:38][CH2:37][O:36]3)=[O:32])(=[O:23])=[O:24])=[CH:19][CH:18]=2)=[CH:15][CH:16]=1. Reactant: [C:1]1([N:7]=[C:8]=[O:9])[CH:6]=[CH:5][CH:4]=[CH:3][CH:2]=1.[F:10][C:11]1[CH:16]=[CH:15][C:14]([C:17]2[S:21][C:20]([S:22]([N:25]3[CH2:30][CH2:29][NH:28][CH2:27][C@@H:26]3[C:31]([NH:33][O:34][CH:35]3[CH2:40][CH2:39][CH2:38][CH2:37][O:36]3)=[O:32])(=[O:24])=[O:23])=[CH:19][CH:18]=2)=[CH:13][CH:12]=1. The catalyst class is: 22. (6) Reactant: [NH2:1][C:2]1[N:6]=[CH:5][NH:4][N:3]=1.[OH:7][C:8]([CH3:19])([CH3:18])[CH2:9][O:10][CH:11]1[CH2:16][CH2:15][C:14](=O)[CH2:13][CH2:12]1.C(O[BH-](OC(=O)C)OC(=O)C)(=O)C.[Na+]. Product: [CH3:19][C:8]([OH:7])([CH3:18])[CH2:9][O:10][CH:11]1[CH2:16][CH2:15][CH:14]([NH:1][C:2]2[N:6]=[CH:5][NH:4][N:3]=2)[CH2:13][CH2:12]1. The catalyst class is: 15.